From a dataset of Forward reaction prediction with 1.9M reactions from USPTO patents (1976-2016). Predict the product of the given reaction. (1) Given the reactants [CH2:1]([O:3][C:4]([C:6]1[N:7]=[C:8](I)[S:9][CH:10]=1)=[O:5])[CH3:2].C1(P(C2C=CC=CC=2)C2C=CC=CC=2)C=CC=CC=1.[C:31]([Si:33]([CH3:36])([CH3:35])[CH3:34])#[CH:32], predict the reaction product. The product is: [CH3:34][Si:33]([CH3:36])([CH3:35])[C:31]#[C:32][C:8]1[S:9][CH:10]=[C:6]([C:4]([O:3][CH2:1][CH3:2])=[O:5])[N:7]=1. (2) Given the reactants Cl.[NH2:2][C@@H:3]1[C:12]2[N:11]=[CH:10][CH:9]=[CH:8][C:7]=2[CH2:6][CH2:5][CH2:4]1.[OH-].[Na+], predict the reaction product. The product is: [NH2:2][C@@H:3]1[C:12]2[N:11]=[CH:10][CH:9]=[CH:8][C:7]=2[CH2:6][CH2:5][CH2:4]1. (3) Given the reactants [CH2:1]([N:5]1[C:14]2[C:13]3[CH2:15][CH2:16][CH2:17][NH:18][C:12]=3[CH:11]=[CH:10][C:9]=2[NH:8][C:7](=[O:19])[C:6]1=[O:20])[CH2:2][CH2:3][CH3:4].CN(C)C=O.ClCCl.[C:29](OC(=O)C)(=[O:31])[CH3:30], predict the reaction product. The product is: [C:29]([N:18]1[C:12]2[CH:11]=[CH:10][C:9]3[NH:8][C:7](=[O:19])[C:6](=[O:20])[N:5]([CH2:1][CH2:2][CH2:3][CH3:4])[C:14]=3[C:13]=2[CH2:15][CH2:16][CH2:17]1)(=[O:31])[CH3:30]. (4) Given the reactants Cl.[CH3:2][N:3]([CH3:10])[CH2:4]/[CH:5]=[CH:6]/[C:7](O)=[O:8].[NH:11]1[CH2:15][CH2:14][C@H:13]([O:16][C:17]2[C:26]3[C:21](=[CH:22][CH:23]=[CH:24][CH:25]=3)[CH:20]=[C:19]([C:27]3[NH:31][C:30](=[O:32])[NH:29][N:28]=3)[N:18]=2)[CH2:12]1.CN(C(ON1N=NC2C=CC=NC1=2)=[N+](C)C)C.F[P-](F)(F)(F)(F)F.CCN(C(C)C)C(C)C, predict the reaction product. The product is: [CH3:2][N:3]([CH3:10])[CH2:4]/[CH:5]=[CH:6]/[C:7]([N:11]1[CH2:15][CH2:14][C@H:13]([O:16][C:17]2[C:26]3[C:21](=[CH:22][CH:23]=[CH:24][CH:25]=3)[CH:20]=[C:19]([C:27]3[NH:31][C:30](=[O:32])[NH:29][N:28]=3)[N:18]=2)[CH2:12]1)=[O:8]. (5) Given the reactants C(C1C=CC=C(OC)C=1C[C:6]1[C:19]2[C:18](=[O:20])[C:17]3[C:12](=[CH:13][CH:14]=[CH:15][CH:16]=3)[C:11](=[O:21])[C:10]=2[CH:9]=[C:8]([O:22][CH3:23])[C:7]=1[C:24]([O:26]C(C)(C)C)=[O:25])=O.C([Si](OCCC(OCOC)C#C)(C)C)(C)(C)C, predict the reaction product. The product is: [CH3:23][O:22][C:8]1[C:7]([C:24]([OH:26])=[O:25])=[CH:6][C:19]2[C:18](=[O:20])[C:17]3[C:12]([C:11](=[O:21])[C:10]=2[CH:9]=1)=[CH:13][CH:14]=[CH:15][CH:16]=3. (6) Given the reactants [NH2:1][C:2]1[C:3]([CH2:10][C:11]([O:13][CH2:14][CH3:15])=[O:12])=[N:4][C:5](Br)=[C:6]([Cl:8])[CH:7]=1.[Br:16][C:17]1[CH:22]=[CH:21][C:20](B(O)O)=[CH:19][CH:18]=1.C(=O)([O-])[O-].[Na+].[Na+], predict the reaction product. The product is: [NH2:1][C:2]1[C:3]([CH2:10][C:11]([O:13][CH2:14][CH3:15])=[O:12])=[N:4][C:5]([C:20]2[CH:21]=[CH:22][C:17]([Br:16])=[CH:18][CH:19]=2)=[C:6]([Cl:8])[CH:7]=1. (7) Given the reactants C[O:2][C:3]1[CH:8]=[CH:7][C:6]([C:9]([F:12])([F:11])[F:10])=[CH:5][C:4]=1[C:13](=[O:15])[CH3:14].B(Br)(Br)Br, predict the reaction product. The product is: [OH:2][C:3]1[CH:8]=[CH:7][C:6]([C:9]([F:10])([F:11])[F:12])=[CH:5][C:4]=1[C:13](=[O:15])[CH3:14].